Dataset: Full USPTO retrosynthesis dataset with 1.9M reactions from patents (1976-2016). Task: Predict the reactants needed to synthesize the given product. (1) Given the product [C:28]([C:32]1[N:33]=[C:34]([N:55]2[CH2:56][C:52]([F:58])([F:51])[C@H:53]([OH:57])[CH2:54]2)[C:35]2[N:40]=[N:39][N:38]([CH2:41][C:42]3[CH:47]=[CH:46][CH:45]=[CH:44][C:43]=3[Cl:48])[C:36]=2[N:37]=1)([CH3:31])([CH3:30])[CH3:29], predict the reactants needed to synthesize it. The reactants are: C(C1N=C(N2CCOCC2)C2N=NN(CC3C=CC=CC=3Cl)C=2N=1)(C)(C)C.[C:28]([C:32]1[N:33]=[C:34](Cl)[C:35]2[N:40]=[N:39][N:38]([CH2:41][C:42]3[CH:47]=[CH:46][CH:45]=[CH:44][C:43]=3[Cl:48])[C:36]=2[N:37]=1)([CH3:31])([CH3:30])[CH3:29].Cl.[F:51][C:52]1([F:58])[CH2:56][NH:55][CH2:54][C@H:53]1[OH:57]. (2) Given the product [CH2:7]([O:25][C:26]1[CH:31]=[CH:30][C:29]([CH:32]([CH2:33][OH:34])[CH2:37][OH:38])=[CH:28][CH:27]=1)[CH2:8][CH2:9][CH2:10][CH2:11][CH2:12][CH2:13][CH2:14][CH2:15][CH2:16][CH2:17][CH2:18][CH2:19][CH2:20][CH2:21][CH2:22][CH2:23][CH3:24], predict the reactants needed to synthesize it. The reactants are: [H-].[H-].[H-].[H-].[Li+].[Al+3].[CH2:7]([O:25][C:26]1[CH:31]=[CH:30][C:29]([CH:32]([C:37](OC)=[O:38])[C:33](OC)=[O:34])=[CH:28][CH:27]=1)[CH2:8][CH2:9][CH2:10][CH2:11][CH2:12][CH2:13][CH2:14][CH2:15][CH2:16][CH2:17][CH2:18][CH2:19][CH2:20][CH2:21][CH2:22][CH2:23][CH3:24]. (3) Given the product [CH2:33]([O:35][C:36](=[O:41])[CH2:37][C:38]([NH:1][CH2:2][C:3]1[CH:4]=[CH:5][C:6]2[O:10][C:9]([NH:11][CH:12]3[CH2:13][CH2:14][N:15]([CH2:18][C:19]4[CH:24]=[C:23]([O:25][CH2:26][CH3:27])[C:22]([F:28])=[C:21]([O:29][CH2:30][CH3:31])[CH:20]=4)[CH2:16][CH2:17]3)=[N:8][C:7]=2[CH:32]=1)=[O:39])[CH3:34], predict the reactants needed to synthesize it. The reactants are: [NH2:1][CH2:2][C:3]1[CH:4]=[CH:5][C:6]2[O:10][C:9]([NH:11][CH:12]3[CH2:17][CH2:16][N:15]([CH2:18][C:19]4[CH:24]=[C:23]([O:25][CH2:26][CH3:27])[C:22]([F:28])=[C:21]([O:29][CH2:30][CH3:31])[CH:20]=4)[CH2:14][CH2:13]3)=[N:8][C:7]=2[CH:32]=1.[CH2:33]([O:35][C:36](=[O:41])[CH2:37][C:38](O)=[O:39])[CH3:34].Cl.CN(C)CCCN=C=NCC. (4) Given the product [OH:12][C:3]1[C:2]([CH:1]=[O:14])=[N:11][C:10]2[C:5]([N:4]=1)=[CH:6][CH:7]=[CH:8][CH:9]=2, predict the reactants needed to synthesize it. The reactants are: [CH3:1][C:2]1[C:3]([OH:12])=[N:4][C:5]2[C:10]([N:11]=1)=[CH:9][CH:8]=[CH:7][CH:6]=2.[Se](=O)=[O:14]. (5) Given the product [CH3:1][O:2][C:3]1[CH:4]=[CH:5][C:6]([CH2:7][O:8][C:9]([C:11]2[CH:16]=[CH:15][C:14](=[O:17])[N:13]([CH2:27][CH2:28][OH:29])[CH:12]=2)=[O:10])=[CH:18][CH:19]=1, predict the reactants needed to synthesize it. The reactants are: [CH3:1][O:2][C:3]1[CH:19]=[CH:18][C:6]([CH2:7][O:8][C:9]([C:11]2[CH:16]=[CH:15][C:14](=[O:17])[NH:13][CH:12]=2)=[O:10])=[CH:5][CH:4]=1.C([O-])([O-])=O.[K+].[K+].Br[CH2:27][CH2:28][OH:29]. (6) Given the product [Cl:1][C@H:2]1[CH2:19][C@@:17]2([CH3:18])[C@@H:13]([CH2:14][CH2:15][C@@H:16]2[OH:20])[C@H:12]2[C@H:3]1[C@@H:4]1[C:9]([CH2:10][C@H:11]2[CH3:21])=[CH:8][C:7](=[O:22])[CH2:6][CH2:5]1, predict the reactants needed to synthesize it. The reactants are: [Cl:1][C@H:2]1[CH2:19][C@@:17]2([CH3:18])[C@@H:13]([CH2:14][CH2:15][C:16]2=[O:20])[C@H:12]2[C@H:3]1[C@@H:4]1[C:9]([CH2:10][C@H:11]2[CH3:21])=[CH:8][C:7](=[O:22])[CH2:6][CH2:5]1.C(O)C.O.[BH4-].[Na+].